This data is from Full USPTO retrosynthesis dataset with 1.9M reactions from patents (1976-2016). The task is: Predict the reactants needed to synthesize the given product. (1) Given the product [CH3:1][N:2]1[CH2:7][CH2:6][N:5]([CH:8]([C:14]2[CH:19]=[CH:18][CH:17]=[CH:16][CH:15]=2)[C:9]([OH:11])=[O:10])[CH2:4][C:3]1=[O:20], predict the reactants needed to synthesize it. The reactants are: [CH3:1][N:2]1[CH2:7][CH2:6][N:5]([CH:8]([C:14]2[CH:19]=[CH:18][CH:17]=[CH:16][CH:15]=2)[C:9]([O:11]CC)=[O:10])[CH2:4][C:3]1=[O:20].[OH-].[Li+]. (2) Given the product [CH3:1][C:2]1([CH3:18])[O:3][C@H:4]([C:9]2[CH:14]=[CH:13][C:12]([NH2:15])=[CH:11][CH:10]=2)[C:5]([CH3:8])([CH3:7])[O:6]1, predict the reactants needed to synthesize it. The reactants are: [CH3:1][C:2]1([CH3:18])[O:6][C:5]([CH3:8])([CH3:7])[C@@H:4]([C:9]2[CH:14]=[CH:13][C:12]([N+:15]([O-])=O)=[CH:11][CH:10]=2)[O:3]1. (3) Given the product [ClH:41].[C:1]([N:4]1[C:13]2[C:8](=[CH:9][C:10]([C:14]3[CH:32]=[CH:31][C:17]([C:18]([NH:20][CH2:21][CH2:22][NH2:23])=[O:19])=[CH:16][CH:15]=3)=[CH:11][CH:12]=2)[C@H:7]([NH:33][C:34]2[CH:39]=[CH:38][CH:37]=[CH:36][N:35]=2)[CH2:6][C@@H:5]1[CH3:40])(=[O:3])[CH3:2], predict the reactants needed to synthesize it. The reactants are: [C:1]([N:4]1[C:13]2[C:8](=[CH:9][C:10]([C:14]3[CH:32]=[CH:31][C:17]([C:18]([NH:20][CH2:21][CH2:22][NH:23]C(=O)OC(C)(C)C)=[O:19])=[CH:16][CH:15]=3)=[CH:11][CH:12]=2)[C@H:7]([NH:33][C:34]2[CH:39]=[CH:38][CH:37]=[CH:36][N:35]=2)[CH2:6][C@@H:5]1[CH3:40])(=[O:3])[CH3:2].[ClH:41]. (4) Given the product [NH2:18][CH:19]1[CH2:24][CH2:23][CH:22]([NH:25][C:2]2[C:7]([C:8]([O:10][CH2:11][CH3:12])=[O:9])=[CH:6][N:5]=[C:4]3[N:13]([CH2:16][CH3:17])[N:14]=[CH:15][C:3]=23)[CH2:21][CH2:20]1, predict the reactants needed to synthesize it. The reactants are: Cl[C:2]1[C:7]([C:8]([O:10][CH2:11][CH3:12])=[O:9])=[CH:6][N:5]=[C:4]2[N:13]([CH2:16][CH3:17])[N:14]=[CH:15][C:3]=12.[NH2:18][CH:19]1[CH2:24][CH2:23][CH:22]([NH2:25])[CH2:21][CH2:20]1. (5) Given the product [Cl:1][C:2]1[C:6]([N:7]([CH2:20][C:21]#[CH:22])[C:8](=[O:19])[CH2:9][NH:10][CH3:11])=[CH:5][N:4]([C:23]2[CH:24]=[N:25][CH:26]=[CH:27][CH:28]=2)[N:3]=1, predict the reactants needed to synthesize it. The reactants are: [Cl:1][C:2]1[C:6]([N:7]([CH2:20][C:21]#[CH:22])[C:8](=[O:19])[CH2:9][N:10](C)[C:11](=O)OC(C)(C)C)=[CH:5][N:4]([C:23]2[CH:24]=[N:25][CH:26]=[CH:27][CH:28]=2)[N:3]=1.FC(F)(F)C(O)=O.C1(C)C=CC=CC=1. (6) Given the product [O:20]=[C:14]1[CH:13]([N:7]2[CH2:6][C:5]3[C:9](=[CH:10][CH:11]=[C:3]([CH2:2][NH:1][C:28](=[O:29])[C:27]([F:38])([F:26])[C:31]4[CH:36]=[CH:35][CH:34]=[CH:33][C:32]=4[CH3:37])[CH:4]=3)[C:8]2=[O:12])[CH2:18][CH2:17][C:16](=[O:19])[NH:15]1, predict the reactants needed to synthesize it. The reactants are: [NH2:1][CH2:2][C:3]1[CH:4]=[C:5]2[C:9](=[CH:10][CH:11]=1)[C:8](=[O:12])[N:7]([CH:13]1[CH2:18][CH2:17][C:16](=[O:19])[NH:15][C:14]1=[O:20])[CH2:6]2.S(O)(=O)(=O)C.[F:26][C:27]([F:38])([C:31]1[CH:36]=[CH:35][CH:34]=[CH:33][C:32]=1[CH3:37])[C:28](O)=[O:29].C(N(C(C)C)CC)(C)C.F[P-](F)(F)(F)(F)F.CN(C(N(C)C)=[N+]1C2C(=NC=CC=2)[N+]([O-])=N1)C. (7) Given the product [CH2:20]([C:7]1([CH2:1][CH2:2][CH2:3][CH2:4][CH2:5][CH3:6])[C:19]2[CH:18]=[C:17]3[C:28](=[O:29])[CH:27]([CH3:32])[CH2:31][C:16]3=[CH:15][C:14]=2[C:13]2[C:8]1=[CH:9][CH:10]=[CH:11][CH:12]=2)[CH2:21][CH2:22][CH2:23][CH2:24][CH3:25], predict the reactants needed to synthesize it. The reactants are: [CH2:1]([C:7]1([CH2:20][CH2:21][CH2:22][CH2:23][CH2:24][CH3:25])[C:19]2[CH:18]=[CH:17][CH:16]=[CH:15][C:14]=2[C:13]2[C:8]1=[CH:9][CH:10]=[CH:11][CH:12]=2)[CH2:2][CH2:3][CH2:4][CH2:5][CH3:6].Br[C:27]([CH3:32])([CH3:31])[C:28](Br)=[O:29].[Cl-].[Cl-].[Cl-].[Al+3]. (8) The reactants are: [CH3:1][O:2][C:3]1[CH:8]=[C:7]([O:9][CH3:10])[C:6]([O:11][CH3:12])=[CH:5][C:4]=1[O:13][CH3:14].CN(C)P(N(C)C)(N(C)C)=O.C([Li])CCC.Br[CH2:32][CH2:33][CH2:34][CH2:35][CH2:36][CH2:37][CH2:38][CH2:39][CH2:40][CH2:41][CH2:42][CH2:43][CH3:44]. Given the product [CH3:14][O:13][C:4]1[CH:5]=[C:6]([O:11][CH3:12])[C:7]([O:9][CH3:10])=[C:8]([CH2:44][CH2:43][CH2:42][CH2:41][CH2:40][CH2:39][CH2:38][CH2:37][CH2:36][CH2:35][CH2:34][CH2:33][CH3:32])[C:3]=1[O:2][CH3:1], predict the reactants needed to synthesize it. (9) Given the product [N:2]1[CH:3]=[CH:4][N:5]2[C:14]=1[C:13]1[CH:12]=[CH:11][CH:10]=[CH:9][C:8]=1[N:7]=[C:6]2[NH:15][C:16](=[O:23])[C:17]1[CH:22]=[CH:21][CH:20]=[N:19][CH:18]=1, predict the reactants needed to synthesize it. The reactants are: Br.[N:2]1[CH:3]=[CH:4][N:5]2[C:14]=1[C:13]1[CH:12]=[CH:11][CH:10]=[CH:9][C:8]=1[N:7]=[C:6]2[NH2:15].[C:16](O)(=[O:23])[C:17]1[CH:22]=[CH:21][CH:20]=[N:19][CH:18]=1.F[P-](F)(F)(F)(F)F.N1(O[P+](N2CCCC2)(N2CCCC2)N2CCCC2)C2C=CC=CC=2N=N1.C(N(CC)C(C)C)(C)C.C([O-])(O)=O.[Na+]. (10) Given the product [F:20][C:21]1[CH:26]=[C:25]([C:2]2[CH:3]=[N:4][CH:5]=[C:6]3[C:11]=2[N:10]=[C:9]([C:12]([NH:14][CH2:15][C:16]([F:19])([F:18])[F:17])=[O:13])[CH:8]=[CH:7]3)[CH:24]=[CH:23][CH:22]=1, predict the reactants needed to synthesize it. The reactants are: Br[C:2]1[CH:3]=[N:4][CH:5]=[C:6]2[C:11]=1[N:10]=[C:9]([C:12]([NH:14][CH2:15][C:16]([F:19])([F:18])[F:17])=[O:13])[CH:8]=[CH:7]2.[F:20][C:21]1[CH:22]=[C:23](B(O)O)[CH:24]=[CH:25][CH:26]=1.C(=O)([O-])[O-].[Cs+].[Cs+].